This data is from Catalyst prediction with 721,799 reactions and 888 catalyst types from USPTO. The task is: Predict which catalyst facilitates the given reaction. Reactant: CC([O-])(C)C.[K+].[CH3:7][CH2:8][O:9][C:10]([CH2:12]P(OCC)(OCC)=O)=[O:11].[N:21]1([C:25]2([C:32]3[CH:37]=[CH:36][CH:35]=[CH:34][CH:33]=3)[CH2:30][CH2:29][C:28](=O)[CH2:27][CH2:26]2)[CH2:24][CH2:23][CH2:22]1. Product: [CH2:8]([O:9][C:10](=[O:11])[CH:12]=[C:28]1[CH2:27][CH2:26][C:25]([N:21]2[CH2:22][CH2:23][CH2:24]2)([C:32]2[CH:37]=[CH:36][CH:35]=[CH:34][CH:33]=2)[CH2:30][CH2:29]1)[CH3:7]. The catalyst class is: 9.